This data is from Catalyst prediction with 721,799 reactions and 888 catalyst types from USPTO. The task is: Predict which catalyst facilitates the given reaction. (1) Reactant: [CH3:1][O:2][C:3](=[O:13])[CH2:4][CH2:5][C:6]1[CH:11]=[CH:10][C:9]([OH:12])=C[CH:7]=1.S(Cl)([Cl:17])(=O)=O.Cl[CH2:20][Cl:21]. Product: [OH:12][C:9]1[C:10]([Cl:17])=[CH:11][C:6]([CH2:5][CH2:4][C:3]([O:2][CH3:1])=[O:13])=[CH:7][C:20]=1[Cl:21]. The catalyst class is: 27. (2) Reactant: [CH3:1][S:2]([O:5][C:6]1[C:14]([O:15][CH3:16])=[CH:13][C:12]([C:17]2[N:18]([C:28]([O:30][C:31]([CH3:34])([CH3:33])[CH3:32])=[O:29])[C:19]3[C:24]([CH:25]=2)=[CH:23][C:22]([CH:26]=O)=[CH:21][CH:20]=3)=[C:11]2[C:7]=1[CH2:8][NH:9][C:10]2=[O:35])(=[O:4])=[O:3].[NH2:36][CH2:37][CH2:38][C:39]1[CH:40]=[N:41][CH:42]=[CH:43][CH:44]=1.C(O)(=O)C.C(O[BH-](OC(=O)C)OC(=O)C)(=O)C.[Na+]. Product: [CH3:1][S:2]([O:5][C:6]1[C:14]([O:15][CH3:16])=[CH:13][C:12]([C:17]2[N:18]([C:28]([O:30][C:31]([CH3:33])([CH3:32])[CH3:34])=[O:29])[C:19]3[C:24]([CH:25]=2)=[CH:23][C:22]([CH2:26][NH:36][CH2:37][CH2:38][C:39]2[CH:40]=[N:41][CH:42]=[CH:43][CH:44]=2)=[CH:21][CH:20]=3)=[C:11]2[C:7]=1[CH2:8][NH:9][C:10]2=[O:35])(=[O:4])=[O:3]. The catalyst class is: 10. (3) Reactant: C([O:3][C:4]([C:6]1[C:7]([CH2:19][O:20][CH:21]2[CH2:26][CH2:25][CH2:24][CH2:23][O:22]2)=[N:8][N:9]2[C:14]([O:15][CH3:16])=[CH:13][CH:12]=[C:11]([CH2:17][OH:18])[C:10]=12)=[O:5])C.[OH-].[K+].O. Product: [OH:18][CH2:17][C:11]1[C:10]2[N:9]([N:8]=[C:7]([CH2:19][O:20][CH:21]3[CH2:26][CH2:25][CH2:24][CH2:23][O:22]3)[C:6]=2[C:4]([OH:5])=[O:3])[C:14]([O:15][CH3:16])=[CH:13][CH:12]=1. The catalyst class is: 8. (4) Reactant: [CH:1]1([C:7]2[N:8]=[C:9]([C:15]3[C:16]([CH3:24])=[N:17][N:18]4[CH:23]=[CH:22][CH:21]=[CH:20][C:19]=34)[S:10][C:11]=2[C:12]([NH2:14])=O)[CH2:6][CH2:5][CH2:4][CH2:3][CH2:2]1.COC(OC)[N:28]([CH3:30])C.O.[NH2:34]N. Product: [CH:1]1([C:7]2[N:8]=[C:9]([C:15]3[C:16]([CH3:24])=[N:17][N:18]4[CH:23]=[CH:22][CH:21]=[CH:20][C:19]=34)[S:10][C:11]=2[C:12]2[NH:28][CH:30]=[N:34][N:14]=2)[CH2:6][CH2:5][CH2:4][CH2:3][CH2:2]1. The catalyst class is: 15.